This data is from Full USPTO retrosynthesis dataset with 1.9M reactions from patents (1976-2016). The task is: Predict the reactants needed to synthesize the given product. (1) Given the product [CH2:28]([NH:35][S:24]([C:21]1[CH:22]=[CH:23][C:18]2[O:17][N:16]=[C:15]([C:13]([NH:12][C:5]3[CH:4]=[CH:3][C:2]([Br:1])=[CH:11][C:6]=3[C:7]([OH:9])=[O:8])=[O:14])[C:19]=2[CH:20]=1)(=[O:25])=[O:26])[C:29]1[CH:34]=[CH:33][CH:32]=[CH:31][CH:30]=1, predict the reactants needed to synthesize it. The reactants are: [Br:1][C:2]1[CH:3]=[CH:4][C:5]([NH:12][C:13]([C:15]2[C:19]3[CH:20]=[C:21]([S:24](Cl)(=[O:26])=[O:25])[CH:22]=[CH:23][C:18]=3[O:17][N:16]=2)=[O:14])=[C:6]([CH:11]=1)[C:7]([O:9]C)=[O:8].[CH2:28]([NH2:35])[C:29]1[CH:34]=[CH:33][CH:32]=[CH:31][CH:30]=1. (2) Given the product [CH:1]1([C@H:5]([NH:6][S:7]([C:9]([CH3:12])([CH3:11])[CH3:10])=[O:8])[CH2:15][CH:14]=[CH2:13])[CH2:2][CH2:3][CH2:4]1, predict the reactants needed to synthesize it. The reactants are: [CH:1]1(/[CH:5]=[N:6]/[S:7]([C:9]([CH3:12])([CH3:11])[CH3:10])=[O:8])[CH2:4][CH2:3][CH2:2]1.[CH2:13](Br)[CH:14]=[CH2:15].Cl. (3) Given the product [CH:29]1([N:7]2[C:6]([C:4]([OH:5])=[O:3])=[C:10]([C:11]3[CH:12]=[N:13][C:14]([OH:17])=[CH:15][CH:16]=3)[N:9]=[C:8]2[C:18]2[CH:23]=[CH:22][C:21]([O:24][C:25]([F:27])([F:28])[F:26])=[CH:20][CH:19]=2)[CH2:31][CH2:30]1, predict the reactants needed to synthesize it. The reactants are: C([O:3][C:4]([C:6]1[N:7]([CH:29]2[CH2:31][CH2:30]2)[C:8]([C:18]2[CH:23]=[CH:22][C:21]([O:24][C:25]([F:28])([F:27])[F:26])=[CH:20][CH:19]=2)=[N:9][C:10]=1[C:11]1[CH:12]=[N:13][C:14]([OH:17])=[CH:15][CH:16]=1)=[O:5])C.[OH-].[Na+]. (4) Given the product [C:20]([O:19][C:17](=[O:18])[C@@H:16]([CH2:24][CH:25]1[CH2:26][CH2:27]1)[C@@H:5]([CH2:4][CH:1]1[CH2:2][CH2:3]1)[C:6]([OH:8])=[O:7])([CH3:23])([CH3:21])[CH3:22], predict the reactants needed to synthesize it. The reactants are: [CH:1]1([CH2:4][C@H:5]([C@H:16]([CH2:24][CH:25]2[CH2:27][CH2:26]2)[C:17]([O:19][C:20]([CH3:23])([CH3:22])[CH3:21])=[O:18])[C:6]([O:8]CC2C=CC=CC=2)=[O:7])[CH2:3][CH2:2]1.